From a dataset of Catalyst prediction with 721,799 reactions and 888 catalyst types from USPTO. Predict which catalyst facilitates the given reaction. (1) Reactant: [NH2:1][C:2]1[N:10]=[C:9]2[C:5]([N:6]=[CH:7][N:8]2[C@H:11]2[CH2:15][O:14][C@@H:13]([CH2:16][O:17][C:18](=[O:25])[C:19]3[CH:24]=[CH:23][CH:22]=[CH:21][CH:20]=3)[O:12]2)=[C:4](Cl)[N:3]=1.[CH:27]1([NH2:30])[CH2:29][CH2:28]1. Product: [NH2:1][C:2]1[N:10]=[C:9]2[C:5]([N:6]=[CH:7][N:8]2[C@H:11]2[CH2:15][O:14][C@@H:13]([CH2:16][O:17][C:18](=[O:25])[C:19]3[CH:24]=[CH:23][CH:22]=[CH:21][CH:20]=3)[O:12]2)=[C:4]([NH:30][CH:27]2[CH2:29][CH2:28]2)[N:3]=1. The catalyst class is: 8. (2) Reactant: [Cl:1][C:2]1[CH:20]=[C:19]([F:21])[C:18]([N:22]2[C:27](=[O:28])[CH:26]=[C:25]([C:29]([F:32])([F:31])[F:30])[N:24]([CH3:33])[C:23]2=[O:34])=[CH:17][C:3]=1[O:4][C:5]1[C:6]([O:11][CH2:12][C:13]([O:15][CH3:16])=[O:14])=[N:7][CH:8]=[CH:9][CH:10]=1.[C:35](=O)([O-])[O-].[Na+].[Na+]. Product: [Cl:1][C:2]1[CH:20]=[C:19]([F:21])[C:18]([N:22]2[C:27](=[O:28])[CH:26]=[C:25]([C:29]([F:32])([F:31])[F:30])[N:24]([CH3:33])[C:23]2=[O:34])=[CH:17][C:3]=1[O:4][C:5]1[C:6]([O:11][CH2:12][C:13]([O:15][CH2:16][CH3:35])=[O:14])=[N:7][CH:8]=[CH:9][CH:10]=1. The catalyst class is: 8. (3) Product: [CH2:2]([O:4][C:5]([C:7]1[CH:8]=[N:9][C:10]2[C:15]([CH:16]=1)=[CH:14][CH:13]=[C:12]([NH2:17])[CH:11]=2)=[O:6])[CH3:3]. Reactant: Cl.[CH2:2]([O:4][C:5]([C:7]1[CH:8]=[N:9][C:10]2[C:15]([CH:16]=1)=[CH:14][CH:13]=[C:12]([N:17]=C(C1C=CC=CC=1)C1C=CC=CC=1)[CH:11]=2)=[O:6])[CH3:3]. The catalyst class is: 8. (4) Reactant: C([Li])CCC.[Br:6][C:7]1[CH2:11][CH2:10][CH2:9][C:8]=1Br.[CH3:13][Sn:14](Cl)([CH3:16])[CH3:15]. The catalyst class is: 1. Product: [Br:6][C:7]1[CH:11]=[CH:10][CH2:9][C:8]=1[Sn:14]([CH3:16])([CH3:15])[CH3:13]. (5) Reactant: [CH3:1][O:2][C:3]1[CH:19]=[CH:18][C:6]([CH2:7][N:8]2[C:16]3[C:11](=[CH:12][CH:13]=[C:14](Br)[CH:15]=3)[CH:10]=[N:9]2)=[CH:5][CH:4]=1.[N:20]1([C:26]([O:28][C:29]([CH3:32])([CH3:31])[CH3:30])=[O:27])[CH2:25][CH2:24][NH:23][CH2:22][CH2:21]1.C([O-])([O-])=O.[Cs+].[Cs+].CC(C1C=C(C(C)C)C(C2C=CC=CC=2P(C2CCCCC2)C2CCCCC2)=C(C(C)C)C=1)C. Product: [CH3:1][O:2][C:3]1[CH:19]=[CH:18][C:6]([CH2:7][N:8]2[C:16]3[C:11](=[CH:12][CH:13]=[C:14]([N:23]4[CH2:22][CH2:21][N:20]([C:26]([O:28][C:29]([CH3:32])([CH3:31])[CH3:30])=[O:27])[CH2:25][CH2:24]4)[CH:15]=3)[CH:10]=[N:9]2)=[CH:5][CH:4]=1. The catalyst class is: 718. (6) Reactant: Cl[C:2]1[N:7]=[CH:6][N:5]=[C:4]([N:8]2[CH2:17][CH2:16][C:15]3[C:14]([N:18]4[CH2:23][CH2:22][O:21][CH2:20][C@@H:19]4[CH3:24])=[N:13][C:12]([C:25]4[CH:30]=[CH:29][C:28]([NH:31][C:32]([NH:34][CH2:35][CH3:36])=[O:33])=[CH:27][CH:26]=4)=[N:11][C:10]=3[CH2:9]2)[N:3]=1.CO. Product: [CH2:35]([NH:34][C:32]([NH:31][C:28]1[CH:29]=[CH:30][C:25]([C:12]2[N:13]=[C:14]([N:18]3[CH2:23][CH2:22][O:21][CH2:20][C@@H:19]3[CH3:24])[C:15]3[CH2:16][CH2:17][N:8]([C:4]4[N:3]=[CH:2][N:7]=[CH:6][N:5]=4)[CH2:9][C:10]=3[N:11]=2)=[CH:26][CH:27]=1)=[O:33])[CH3:36]. The catalyst class is: 45.